From a dataset of Forward reaction prediction with 1.9M reactions from USPTO patents (1976-2016). Predict the product of the given reaction. (1) Given the reactants [NH2:1][C@@H:2]1[CH2:6][CH2:5][N:4](C(OC(C)(C)C)=O)[CH2:3]1.[F:14][C:15]1[C:23]([CH3:24])=[C:22]2[C:18]([CH:19]=[C:20]([C:25](O)=[O:26])[NH:21]2)=[CH:17][CH:16]=1.N, predict the reaction product. The product is: [F:14][C:15]1[C:23]([CH3:24])=[C:22]2[C:18]([CH:19]=[C:20]([C:25]([NH:1][C@@H:2]3[CH2:6][CH2:5][NH:4][CH2:3]3)=[O:26])[NH:21]2)=[CH:17][CH:16]=1. (2) The product is: [OH:1][C:2]1[CH:10]=[CH:9][C:5]([C:6]([O:8][CH2:11][C:12]2[CH:17]=[CH:16][CH:15]=[CH:14][CH:13]=2)=[O:7])=[CH:4][CH:3]=1. Given the reactants [OH:1][C:2]1[CH:10]=[CH:9][C:5]([C:6]([OH:8])=[O:7])=[CH:4][CH:3]=1.[CH2:11](OC(=NC(C)C)NC(C)C)[C:12]1[CH:17]=[CH:16][CH:15]=[CH:14][CH:13]=1, predict the reaction product. (3) Given the reactants [Cl:1][C:2]1[N:7]=[C:6](Cl)[C:5]([F:9])=[C:4](Cl)[N:3]=1.Br.Br.[CH3:13][N:14]1[CH2:19][C@@H:18]2[CH2:20][C@H:15]1[CH2:16][NH:17]2.CCN(C(C)C)C(C)C.[NH2:30][NH2:31], predict the reaction product. The product is: [Cl:1][C:2]1[N:7]=[C:6]([N:17]2[CH2:16][C@@H:15]3[CH2:20][C@H:18]2[CH2:19][N:14]3[CH3:13])[C:5]([F:9])=[C:4]([NH:30][NH2:31])[N:3]=1.